Dataset: Peptide-MHC class II binding affinity with 134,281 pairs from IEDB. Task: Regression. Given a peptide amino acid sequence and an MHC pseudo amino acid sequence, predict their binding affinity value. This is MHC class II binding data. (1) The peptide sequence is APGAAAAPLSWSKDI. The MHC is DRB1_1501 with pseudo-sequence DRB1_1501. The binding affinity (normalized) is 0. (2) The peptide sequence is GIKQLQARVLAVERYLK. The MHC is DRB1_0802 with pseudo-sequence DRB1_0802. The binding affinity (normalized) is 0.430.